Dataset: Reaction yield outcomes from USPTO patents with 853,638 reactions. Task: Predict the reaction yield, written as a fraction of the theoretical maximum amount of product (1.0 means a 100% yield; for example, 0.34 means a 34% yield). (1) The reactants are C[O:2][C:3](=[O:39])[CH2:4][CH2:5][C:6]1[CH:11]=[C:10]([C:12]2[O:13][CH:14]=[C:15]([C:17]([N:19]3[CH2:24][CH2:23][CH2:22][C:21]([F:26])([F:25])[CH2:20]3)=[O:18])[N:16]=2)[CH:9]=[CH:8][C:7]=1[CH2:27][NH:28][C:29](=[O:38])[C:30]([F:37])([F:36])[C:31]1[S:32][CH:33]=[CH:34][CH:35]=1.[OH-].[Li+].O. The catalyst is C1COCC1. The product is [F:26][C:21]1([F:25])[CH2:22][CH2:23][CH2:24][N:19]([C:17]([C:15]2[N:16]=[C:12]([C:10]3[CH:9]=[CH:8][C:7]([CH2:27][NH:28][C:29](=[O:38])[C:30]([F:36])([F:37])[C:31]4[S:32][CH:33]=[CH:34][CH:35]=4)=[C:6]([CH2:5][CH2:4][C:3]([OH:39])=[O:2])[CH:11]=3)[O:13][CH:14]=2)=[O:18])[CH2:20]1. The yield is 0.230. (2) The reactants are [Cl-].O[NH3+:3].[C:4](=[O:7])([O-])[OH:5].[Na+].CS(C)=O.[CH:13]1([CH2:16][N:17]2[C:22](=[O:23])[C:21]([CH2:24][C:25]3[CH:30]=[CH:29][C:28]([C:31]4[C:32]([C:37]#[N:38])=[CH:33][CH:34]=[CH:35][CH:36]=4)=[CH:27][CH:26]=3)=[C:20]([CH2:39][CH2:40][CH3:41])[N:19]3[N:42]=[CH:43][N:44]=[C:18]23)[CH2:15][CH2:14]1. The catalyst is C(OCC)(=O)C. The product is [CH:13]1([CH2:16][N:17]2[C:22](=[O:23])[C:21]([CH2:24][C:25]3[CH:30]=[CH:29][C:28]([C:31]4[CH:36]=[CH:35][CH:34]=[CH:33][C:32]=4[C:37]4[NH:3][C:4](=[O:7])[O:5][N:38]=4)=[CH:27][CH:26]=3)=[C:20]([CH2:39][CH2:40][CH3:41])[N:19]3[N:42]=[CH:43][N:44]=[C:18]23)[CH2:14][CH2:15]1. The yield is 0.270. (3) The reactants are [Cl:1][C:2]1[CH:3]=[C:4]([CH2:9][N:10]2[CH:14]=[C:13]([C:15]([O:17]CC)=[O:16])[N:12]=[N:11]2)[CH:5]=[CH:6][C:7]=1[Cl:8].[OH-].[Na+]. The catalyst is C(O)C. The product is [Cl:1][C:2]1[CH:3]=[C:4]([CH2:9][N:10]2[CH:14]=[C:13]([C:15]([OH:17])=[O:16])[N:12]=[N:11]2)[CH:5]=[CH:6][C:7]=1[Cl:8]. The yield is 0.920. (4) The reactants are Br[CH2:2][C:3]([C:5]1[CH:10]=[CH:9][C:8]([F:11])=[CH:7][CH:6]=1)=O.C([O:14][CH:15](OCC)[C:16]([NH2:18])=[S:17])C. The catalyst is C(O)C. The product is [F:11][C:8]1[CH:9]=[CH:10][C:5]([C:3]2[N:18]=[C:16]([CH:15]=[O:14])[S:17][CH:2]=2)=[CH:6][CH:7]=1. The yield is 0.880. (5) The reactants are [F:1][C:2]1[CH:11]=[CH:10][CH:9]=[C:8]([F:12])[C:3]=1[CH2:4][N:5]=[N+:6]=[N-:7].[C:13]([O:17][CH3:18])(=[O:16])[C:14]#[CH:15].O=C1O[C@H]([C@H](CO)O)C(O)=C1O. The catalyst is C(O)C. The product is [F:1][C:2]1[CH:11]=[CH:10][CH:9]=[C:8]([F:12])[C:3]=1[CH2:4][N:5]1[CH:15]=[C:14]([C:13]([O:17][CH3:18])=[O:16])[N:7]=[N:6]1. The yield is 0.940. (6) The reactants are CC1(C)C(C)(C)OB([C:9]2[CH:10]=[CH:11][C:12]3[N:16]=[C:15]([C@@H:17]4[CH2:21][CH2:20][CH2:19][N:18]4[C:22]([O:24][C:25]([CH3:28])([CH3:27])[CH3:26])=[O:23])[NH:14][C:13]=3[CH:29]=2)O1.[Br:31][C:32]1[CH:45]=[CH:44][C:43]2[C:42]3[C:37](=[CH:38][C:39](Br)=[CH:40][CH:41]=3)[CH2:36][CH2:35][C:34]=2[CH:33]=1.C(=O)([O-])[O-].[K+].[K+]. The catalyst is C1C=CC([P]([Pd]([P](C2C=CC=CC=2)(C2C=CC=CC=2)C2C=CC=CC=2)([P](C2C=CC=CC=2)(C2C=CC=CC=2)C2C=CC=CC=2)[P](C2C=CC=CC=2)(C2C=CC=CC=2)C2C=CC=CC=2)(C2C=CC=CC=2)C2C=CC=CC=2)=CC=1.C(COC)OC. The product is [Br:31][C:32]1[CH:33]=[C:34]2[C:43]([C:42]3[CH:41]=[CH:40][C:39]([C:9]4[CH:10]=[CH:11][C:12]5[N:16]=[C:15]([C@@H:17]6[CH2:21][CH2:20][CH2:19][N:18]6[C:22]([O:24][C:25]([CH3:28])([CH3:26])[CH3:27])=[O:23])[NH:14][C:13]=5[CH:29]=4)=[CH:38][C:37]=3[CH2:36][CH2:35]2)=[CH:44][CH:45]=1. The yield is 0.590. (7) The reactants are [N:1]1[C:10]2[CH:9]=[CH:8][N:7]=[C:6]([OH:11])[C:5]=2[CH:4]=[CH:3][CH:2]=1.I[CH2:13][C:14]([O:16][CH2:17][CH3:18])=[O:15].C(=O)([O-])[O-].[Cs+].[Cs+].CO. The catalyst is C1COCC1. The product is [O:11]=[C:6]1[N:7]([CH2:13][C:14]([O:16][CH2:17][CH3:18])=[O:15])[CH:8]=[CH:9][C:10]2[N:1]=[CH:2][CH:3]=[CH:4][C:5]1=2. The yield is 0.940. (8) The reactants are [CH2:1]1[CH:10]2[N:5]([CH2:6][CH2:7][CH2:8][CH2:9]2)[CH2:4][CH:3]([CH2:11][OH:12])[CH2:2]1.C(N(CC)CC)C.[CH3:20][S:21](Cl)(=[O:23])=[O:22]. The catalyst is ClCCl. The product is [CH3:20][S:21]([O:12][CH2:11][CH:3]1[CH2:4][N:5]2[CH:10]([CH2:9][CH2:8][CH2:7][CH2:6]2)[CH2:1][CH2:2]1)(=[O:23])=[O:22]. The yield is 0.910. (9) The reactants are C[Si](C#N)(C)C.[CH:7](=[O:13])[C:8]1[O:12][CH:11]=[CH:10][CH:9]=1.C[Si](C)(C)[N-][Si](C)(C)C.[Li+].[CH3:24][C:25]1[CH:32]=[CH:31][CH:30]=[CH:29][C:26]=1[CH2:27]Br.[F-].C([N+](CCCC)(CCCC)CCCC)CCC.[Cl-].[NH4+]. The catalyst is C1COCC1.[I-].[Zn+2].[I-]. The product is [O:12]1[CH:11]=[CH:10][CH:9]=[C:8]1[C:7](=[O:13])[CH2:24][C:25]1[CH:32]=[CH:31][CH:30]=[CH:29][C:26]=1[CH3:27]. The yield is 0.830.